This data is from Reaction yield outcomes from USPTO patents with 853,638 reactions. The task is: Predict the reaction yield, written as a fraction of the theoretical maximum amount of product (1.0 means a 100% yield; for example, 0.34 means a 34% yield). (1) The catalyst is CC#N. The reactants are [NH2:1][CH2:2][C@H:3]([OH:7])[CH:4]([CH3:6])[CH3:5].C([O-])([O-])=O.[K+].[K+].[Br:14][C:15]1[CH:16]=[C:17]([CH:22]=[CH:23][C:24]=1[CH2:25]Br)[C:18]([O:20][CH3:21])=[O:19]. The yield is 0.630. The product is [Br:14][C:15]1[CH:16]=[C:17]([CH:22]=[CH:23][C:24]=1[CH2:25][NH:1][CH2:2][C@H:3]([OH:7])[CH:4]([CH3:6])[CH3:5])[C:18]([O:20][CH3:21])=[O:19]. (2) The reactants are Br[C:2]1[C:10]2[C:5](=[CH:6][CH:7]=[C:8]([C:11]#[N:12])[CH:9]=2)[N:4]([CH:13]2[CH2:18][CH2:17][CH2:16][CH2:15][O:14]2)[N:3]=1.[O:19]1[C:23]2[CH:24]=[CH:25][CH:26]=[CH:27][C:22]=2[CH:21]=[C:20]1B(O)O.C(Cl)Cl.P([O-])([O-])([O-])=O.[K+].[K+].[K+]. The catalyst is COCCOC.C1C=CC(P(C2C=CC=CC=2)[C-]2C=CC=C2)=CC=1.C1C=CC(P(C2C=CC=CC=2)[C-]2C=CC=C2)=CC=1.Cl[Pd]Cl.[Fe+2]. The product is [O:19]1[C:23]2[CH:24]=[CH:25][CH:26]=[CH:27][C:22]=2[CH:21]=[C:20]1[C:2]1[C:10]2[C:5](=[CH:6][CH:7]=[C:8]([C:11]#[N:12])[CH:9]=2)[N:4]([CH:13]2[CH2:18][CH2:17][CH2:16][CH2:15][O:14]2)[N:3]=1. The yield is 0.150. (3) The reactants are [CH3:1][O:2][CH2:3][CH:4]([NH:6][C:7]([C:9]1[CH:10]=[C:11]([C:22]2[CH:27]=[CH:26][C:25]([CH3:28])=[CH:24][CH:23]=2)[CH:12]=[C:13]([C:15](=[S:21])[CH:16]=[CH:17][N:18](C)C)[CH:14]=1)=[O:8])[CH3:5].C(O)C.CO.OOS(N)(=O)=O. The catalyst is N1C=CC=CC=1. The product is [CH3:1][O:2][CH2:3][CH:4]([NH:6][C:7]([C:9]1[CH:10]=[C:11]([C:22]2[CH:27]=[CH:26][C:25]([CH3:28])=[CH:24][CH:23]=2)[CH:12]=[C:13]([C:15]2[S:21][N:18]=[CH:17][CH:16]=2)[CH:14]=1)=[O:8])[CH3:5]. The yield is 0.500. (4) The reactants are [NH2:1][C:2]1[N:6]([CH3:7])[NH:5][C:4](=[O:8])[C:3]=1[C:9]1[CH:14]=[CH:13][CH:12]=[CH:11][CH:10]=1.[C:15]([O-])([O-])=O.[K+].[K+].IC. The catalyst is CN(C=O)C. The product is [CH3:15][O:8][C:4]1[C:3]([C:9]2[CH:10]=[CH:11][CH:12]=[CH:13][CH:14]=2)=[C:2]([NH2:1])[N:6]([CH3:7])[N:5]=1. The yield is 0.304. (5) The reactants are [C:1]([C:5]1[CH:6]=[C:7]([NH:17][C:18](=[O:48])[N:19]([CH2:29][C:30]2[CH:35]=[C:34]([F:36])[CH:33]=[CH:32][C:31]=2[O:37][C:38]2[CH:39]=[C:40]3[C:44](=[CH:45][CH:46]=2)[N:43]([CH3:47])[N:42]=[CH:41]3)[CH2:20][C:21]2[CH:26]=[CH:25][C:24]([O:27][CH3:28])=[CH:23][CH:22]=2)[N:8]([C:10]2[CH:15]=[CH:14][C:13]([CH3:16])=[CH:12][CH:11]=2)[N:9]=1)([CH3:4])([CH3:3])[CH3:2].[H-].[Na+].[CH3:51]I. The catalyst is CN(C=O)C. The product is [C:1]([C:5]1[CH:6]=[C:7]([N:17]([CH3:51])[C:18]([N:19]([CH2:29][C:30]2[CH:35]=[C:34]([F:36])[CH:33]=[CH:32][C:31]=2[O:37][C:38]2[CH:39]=[C:40]3[C:44](=[CH:45][CH:46]=2)[N:43]([CH3:47])[N:42]=[CH:41]3)[CH2:20][C:21]2[CH:22]=[CH:23][C:24]([O:27][CH3:28])=[CH:25][CH:26]=2)=[O:48])[N:8]([C:10]2[CH:11]=[CH:12][C:13]([CH3:16])=[CH:14][CH:15]=2)[N:9]=1)([CH3:4])([CH3:2])[CH3:3]. The yield is 0.870. (6) The reactants are I.[NH:2]1[CH2:7][CH2:6][CH2:5][N:4]=[C:3]1[NH:8][NH2:9].Cl.[C:11](Cl)(=O)[C:12]1[CH:17]=[CH:16][N:15]=[CH:14][CH:13]=1. The catalyst is N1C=CC=CC=1.C([O-])([O-])=O.[K+].[K+]. The product is [N:15]1[CH:16]=[CH:17][C:12]([C:11]2[N:4]3[CH2:5][CH2:6][CH2:7][NH:2][C:3]3=[N:8][N:9]=2)=[CH:13][CH:14]=1. The yield is 0.180. (7) The reactants are [CH3:1][C:2]1[CH:6]=[C:5]([NH2:7])[NH:4][N:3]=1.[Br:8][CH:9]([CH:12]=O)[CH:10]=O. No catalyst specified. The product is [Br:8][C:9]1[CH:10]=[C:6]2[C:2]([CH3:1])=[N:3][NH:4][C:5]2=[N:7][CH:12]=1. The yield is 0.100. (8) The reactants are [CH3:1][O:2][C:3](=[O:18])[C:4]1[CH:16]=[C:15](Br)[CH:14]=[C:6]([C:7]([N:9]([CH3:13])[CH2:10][CH2:11][CH3:12])=[O:8])[CH:5]=1.[C:19](C1C=C(C)C=C(C(C)(C)C)C=1O)(C)(C)[CH3:20].C(C([Sn])=C(CCCC)CCCC)CCC. The catalyst is C1(C)C=CC=CC=1.C1C=CC(/C=C/C(/C=C/C2C=CC=CC=2)=O)=CC=1.C1C=CC(/C=C/C(/C=C/C2C=CC=CC=2)=O)=CC=1.C1C=CC(/C=C/C(/C=C/C2C=CC=CC=2)=O)=CC=1.[Pd].[Pd]. The product is [CH3:1][O:2][C:3](=[O:18])[C:4]1[CH:16]=[C:15]([CH:19]=[CH2:20])[CH:14]=[C:6]([C:7]([N:9]([CH3:13])[CH2:10][CH2:11][CH3:12])=[O:8])[CH:5]=1. The yield is 0.700. (9) The product is [CH2:7]([O:6][C:1]([C:2]1[C:18]([C:19]2[CH:24]=[CH:23][CH:22]=[CH:21][C:20]=2[F:25])=[N:17][O:16][C:3]=1[CH3:4])=[O:5])[CH3:8]. The reactants are [C:1]([O:6][CH2:7][CH3:8])(=[O:5])[C:2]#[C:3][CH3:4].C(N(CC)CC)C.[OH:16]/[N:17]=[C:18](\Cl)/[C:19]1[CH:24]=[CH:23][CH:22]=[CH:21][C:20]=1[F:25]. The catalyst is C(O)C. The yield is 0.620.